This data is from Forward reaction prediction with 1.9M reactions from USPTO patents (1976-2016). The task is: Predict the product of the given reaction. Given the reactants [CH3:1][C:2]1[CH:23]=[C:22]([CH3:24])[C:21]([C:25]2[NH:33][C:28]3[CH2:29][NH:30][CH2:31][CH2:32][C:27]=3[N:26]=2)=[CH:20][C:3]=1[C:4]([N:6]1[CH2:11][CH2:10][CH:9]([C:12]2[CH:19]=[CH:18][C:15]([C:16]#[N:17])=[CH:14][CH:13]=2)[CH2:8][CH2:7]1)=[O:5].[O:34]1[CH2:37][C:36](=O)[CH2:35]1.[B-]C#N.[Na+].C(O)(=O)C, predict the reaction product. The product is: [CH3:1][C:2]1[CH:23]=[C:22]([CH3:24])[C:21]([C:25]2[NH:26][C:27]3[CH2:32][CH2:31][N:30]([CH:36]4[CH2:37][O:34][CH2:35]4)[CH2:29][C:28]=3[N:33]=2)=[CH:20][C:3]=1[C:4]([N:6]1[CH2:7][CH2:8][CH:9]([C:12]2[CH:13]=[CH:14][C:15]([C:16]#[N:17])=[CH:18][CH:19]=2)[CH2:10][CH2:11]1)=[O:5].